From a dataset of CYP2C9 inhibition data for predicting drug metabolism from PubChem BioAssay. Regression/Classification. Given a drug SMILES string, predict its absorption, distribution, metabolism, or excretion properties. Task type varies by dataset: regression for continuous measurements (e.g., permeability, clearance, half-life) or binary classification for categorical outcomes (e.g., BBB penetration, CYP inhibition). Dataset: cyp2c9_veith. The compound is CC1=NN(c2ccc(Br)cc2)C(=O)/C1=C/c1cccs1. The result is 1 (inhibitor).